From a dataset of Plasma protein binding rate (PPBR) regression data from AstraZeneca. Regression/Classification. Given a drug SMILES string, predict its absorption, distribution, metabolism, or excretion properties. Task type varies by dataset: regression for continuous measurements (e.g., permeability, clearance, half-life) or binary classification for categorical outcomes (e.g., BBB penetration, CYP inhibition). For this dataset (ppbr_az), we predict Y. The drug is CC(CN(C)C)CN1c2ccccc2CCc2ccccc21. The Y is 93.1 %.